Predict the reactants needed to synthesize the given product. From a dataset of Full USPTO retrosynthesis dataset with 1.9M reactions from patents (1976-2016). (1) Given the product [C:1]([O:5][C:6]([N:8]1[CH:21]([C:22]([OH:24])=[O:23])[CH2:20][C:19]2[CH:18]=[C:17]3[C:12]([O:13][C@@H:14]([C:26]4[CH:31]=[CH:30][C:29]([OH:32])=[CH:28][CH:27]=4)[C:15](=[O:25])[NH:16]3)=[CH:11][C:10]=2[CH2:9]1)=[O:7])([CH3:4])([CH3:2])[CH3:3], predict the reactants needed to synthesize it. The reactants are: [C:1]([O:5][C:6]([N:8]1[CH:21]([C:22]([OH:24])=[O:23])[CH2:20][C:19]2[CH:18]=[C:17]3[C:12]([O:13][C@@H:14]([C:26]4[CH:31]=[CH:30][C:29]([O:32]CC5C=CC(Cl)=C(Cl)C=5)=[CH:28][CH:27]=4)[C:15](=[O:25])[NH:16]3)=[CH:11][C:10]=2[CH2:9]1)=[O:7])([CH3:4])([CH3:3])[CH3:2]. (2) Given the product [CH3:22][NH:21][C:19](=[O:20])[C@:18]([CH3:33])([N:17]([CH3:34])[C:15](=[O:16])[C:14]1[CH:35]=[CH:36][C:11]([C:10]#[C:9][C:6]2[CH:7]=[CH:8][C:3]([CH2:1][N:39]3[CH2:38][CH2:37][CH2:43][O:42][CH2:41][CH2:40]3)=[CH:4][CH:5]=2)=[CH:12][CH:13]=1)[C:23]([NH:25][O:26][CH:27]1[CH2:32][CH2:31][CH2:30][CH2:29][O:28]1)=[O:24], predict the reactants needed to synthesize it. The reactants are: [CH:1]([C:3]1[CH:8]=[CH:7][C:6]([C:9]#[C:10][C:11]2[CH:36]=[CH:35][C:14]([C:15]([N:17]([CH3:34])[C@:18]([CH3:33])([C:23]([NH:25][O:26][CH:27]3[CH2:32][CH2:31][CH2:30][CH2:29][O:28]3)=[O:24])[C:19]([NH:21][CH3:22])=[O:20])=[O:16])=[CH:13][CH:12]=2)=[CH:5][CH:4]=1)=O.[CH2:37]1[CH2:43][O:42][CH2:41][CH2:40][NH:39][CH2:38]1.Cl.C(O[BH-](OC(=O)C)OC(=O)C)(=O)C.[Na+].[OH-].[Na+]. (3) Given the product [NH2:1][C:2]1[C:11]2[C:6](=[C:7]([C:21]3[CH:22]=[CH:23][C:24]([O:26][CH3:27])=[CH:25][C:20]=3[F:19])[CH:8]=[CH:9][CH:10]=2)[N:5]=[N:4][C:3]=1[C:13]([NH:15][CH2:16][CH2:17][CH3:18])=[O:14], predict the reactants needed to synthesize it. The reactants are: [NH2:1][C:2]1[C:11]2[C:6](=[C:7](Br)[CH:8]=[CH:9][CH:10]=2)[N:5]=[N:4][C:3]=1[C:13]([NH:15][CH2:16][CH2:17][CH3:18])=[O:14].[F:19][C:20]1[CH:25]=[C:24]([O:26][CH3:27])[CH:23]=[CH:22][C:21]=1B(O)O. (4) Given the product [C:12]([O:16][C:17]([N:19]1[CH2:23][CH2:22][CH2:21][CH:20]1[CH2:24][NH:25][C:2]1[C:3]2[N:4]([N:8]=[C:9]([Cl:11])[N:10]=2)[CH:5]=[CH:6][CH:7]=1)=[O:18])([CH3:15])([CH3:14])[CH3:13], predict the reactants needed to synthesize it. The reactants are: Br[C:2]1[C:3]2[N:4]([N:8]=[C:9]([Cl:11])[N:10]=2)[CH:5]=[CH:6][CH:7]=1.[C:12]([O:16][C:17]([N:19]1[CH2:23][CH2:22][CH2:21][CH:20]1[CH2:24][NH2:25])=[O:18])([CH3:15])([CH3:14])[CH3:13].